From a dataset of Reaction yield outcomes from USPTO patents with 853,638 reactions. Predict the reaction yield, written as a fraction of the theoretical maximum amount of product (1.0 means a 100% yield; for example, 0.34 means a 34% yield). The reactants are [Br:1][C:2]1[CH:9]=[C:8]([C:10]([CH:12]2[CH2:17][C:16]([CH3:19])([CH3:18])[CH:15]=[C:14]([O:20]C)[C:13]2=O)=O)[CH:7]=[CH:6][C:3]=1[C:4]#[N:5].[CH3:23][NH:24][NH2:25].Cl.C([O-])(O)=O.[Na+]. The catalyst is C(O)(=O)C.CO.C1COCC1. The product is [Br:1][C:2]1[CH:9]=[C:8]([C:10]2[C:12]3[CH2:17][C:16]([CH3:19])([CH3:18])[CH2:15][C:14](=[O:20])[C:13]=3[N:24]([CH3:23])[N:25]=2)[CH:7]=[CH:6][C:3]=1[C:4]#[N:5]. The yield is 0.320.